Task: Predict the product of the given reaction.. Dataset: Forward reaction prediction with 1.9M reactions from USPTO patents (1976-2016) (1) Given the reactants C(N)C1C=CC=CC=1.[F:9][C:10]1[CH:11]=[C:12]([CH:15]=[CH:16][C:17]=1[F:18])[CH2:13][NH2:14].[O:19]=[C:20]1[N:24]([CH2:25][C:26]2[CH:31]=[CH:30][CH:29]=[CH:28][N:27]=2)[CH2:23][CH2:22][N:21]1[C:32]1[CH:33]=[C:34]([CH:38]=[CH:39][N:40]=1)[C:35]([O-])=[O:36], predict the reaction product. The product is: [F:9][C:10]1[CH:11]=[C:12]([CH:15]=[CH:16][C:17]=1[F:18])[CH2:13][NH:14][C:35](=[O:36])[C:34]1[CH:38]=[CH:39][N:40]=[C:32]([N:21]2[CH2:22][CH2:23][N:24]([CH2:25][C:26]3[CH:31]=[CH:30][CH:29]=[CH:28][N:27]=3)[C:20]2=[O:19])[CH:33]=1. (2) Given the reactants ClC1C=C(SC2NC(C(CC3C=CN=CC=3)OC(NCC[P:22](=O)([OH:24])[OH:23])=O)=NC=2C(C)C)C=C(Cl)C=1.C(N([CH2:41][CH3:42])CC)C.C[Si](Cl)(C)C.[C:48]([OH:51])(=O)[CH3:49].[F-].[CH2:66]([N+]([CH2:66][CH2:67][CH2:68][CH3:69])([CH2:66][CH2:67][CH2:68][CH3:69])[CH2:66][CH2:67][CH2:68][CH3:69])[CH2:67][CH2:68][CH3:69].[CH2:70]1[CH2:74]O[CH2:72][CH2:71]1, predict the reaction product. The product is: [PH:22](=[O:23])([O:24][C:42]1[CH:41]=[CH:66][CH:67]=[CH:68][CH:69]=1)[O:51][C:48]1[CH:49]=[CH:74][CH:70]=[CH:71][CH:72]=1. (3) Given the reactants [BH4-].[Na+].[CH:3]([O:6][C:7]([N:9]1[CH2:14][CH2:13][CH:12]([O:15][N:16]=[C:17]2[CH2:22][CH2:21][N:20]([C:23]3[CH:28]=[C:27]([F:29])[C:26]([C:30](=[O:32])[CH3:31])=[CH:25][C:24]=3[F:33])[CH2:19][CH2:18]2)[CH2:11][CH2:10]1)=[O:8])([CH3:5])[CH3:4].C(OCC)(=O)C, predict the reaction product. The product is: [CH:3]([O:6][C:7]([N:9]1[CH2:14][CH2:13][CH:12]([O:15][N:16]=[C:17]2[CH2:18][CH2:19][N:20]([C:23]3[CH:28]=[C:27]([F:29])[C:26]([CH:30]([OH:32])[CH3:31])=[CH:25][C:24]=3[F:33])[CH2:21][CH2:22]2)[CH2:11][CH2:10]1)=[O:8])([CH3:5])[CH3:4]. (4) Given the reactants [NH2:1][C:2]1[CH:7]=[CH:6][CH:5]=[CH:4][CH:3]=1.Br[C:9]1[CH:17]=[CH:16][CH:15]=[C:14]2[C:10]=1[CH:11]=[CH:12][N:13]2[Si:18]([CH:25]([CH3:27])[CH3:26])([CH:22]([CH3:24])[CH3:23])[CH:19]([CH3:21])[CH3:20].C([O-])([O-])=O.[K+].[K+], predict the reaction product. The product is: [C:2]1([NH:1][C:9]2[CH:17]=[CH:16][CH:15]=[C:14]3[C:10]=2[CH:11]=[CH:12][N:13]3[Si:18]([CH:22]([CH3:24])[CH3:23])([CH:25]([CH3:27])[CH3:26])[CH:19]([CH3:20])[CH3:21])[CH:7]=[CH:6][CH:5]=[CH:4][CH:3]=1.